This data is from Reaction yield outcomes from USPTO patents with 853,638 reactions. The task is: Predict the reaction yield, written as a fraction of the theoretical maximum amount of product (1.0 means a 100% yield; for example, 0.34 means a 34% yield). (1) The reactants are [Cl:1][C:2]1[CH:9]=[CH:8][C:5]([CH:6]=O)=[CH:4][CH:3]=1.Cl.C(=O)(O)O.[NH2:15][NH:16][C:17]([NH2:19])=[NH:18].[OH-].[K+]. No catalyst specified. The product is [Cl:1][C:2]1[CH:9]=[CH:8][C:5](/[CH:6]=[N:15]/[NH:16][C:17](=[NH:18])[NH2:19])=[CH:4][CH:3]=1. The yield is 0.880. (2) The reactants are [F:1][C:2]1[CH:7]=[CH:6][C:5]([CH3:8])=[CH:4][C:3]=1[C:9]1[CH:14]=[C:13]([NH:15][C:16]2[C:17]3[C:18](=[CH:22][N:23]([CH:25]4[CH2:30][CH2:29][NH:28][CH2:27][CH2:26]4)[N:24]=3)[N:19]=[CH:20][CH:21]=2)[CH:12]=[CH:11][N:10]=1.C(N(CC)CC)C.[S:38](Cl)([CH3:41])(=[O:40])=[O:39]. The catalyst is ClCCl. The product is [F:1][C:2]1[CH:7]=[CH:6][C:5]([CH3:8])=[CH:4][C:3]=1[C:9]1[CH:14]=[C:13]([NH:15][C:16]2[C:17]3[C:18](=[CH:22][N:23]([CH:25]4[CH2:26][CH2:27][N:28]([S:38]([CH3:41])(=[O:40])=[O:39])[CH2:29][CH2:30]4)[N:24]=3)[N:19]=[CH:20][CH:21]=2)[CH:12]=[CH:11][N:10]=1. The yield is 0.210. (3) The catalyst is CCOC(C)=O.CC([O-])=O.CC([O-])=O.[Pd+2].O.O1CCOCC1. The yield is 0.860. The product is [CH3:17][CH2:16][O:15][C:12]([CH3:7])=[O:13].[CH3:10][CH2:11][CH2:2][CH2:3][CH2:4][CH3:5]. The reactants are Br[C:2]1[CH:11]=[CH:10]C=C2[C:3]=1[CH:4]=[CH:5]C=[C:7]2[CH2:12][OH:13].C[O:15][C:16]1C=C(C(F)(F)F)C=C[C:17]=1B(O)O.CC(C1C=C(C(C)C)C(C2C=CC=CC=2P(C2CCCCC2)C2CCCCC2)=C(C(C)C)C=1)C.C([O-])([O-])=O.[K+].[K+]. (4) The reactants are [CH2:1]([S:3]([N:6]1[CH2:11][CH2:10][CH:9]([C:12]2[C:20]3[C:15](=[C:16]([C:29]([NH2:31])=[O:30])[CH:17]=[C:18]([C:21]4[CH:26]=[CH:25][CH:24]=[C:23](C=O)[CH:22]=4)[CH:19]=3)[NH:14][CH:13]=2)[CH2:8][CH2:7]1)(=[O:5])=[O:4])[CH3:2].[CH3:32][NH:33][CH2:34][CH:35]([C:37]1[CH:42]=[CH:41][CH:40]=[CH:39][CH:38]=1)[OH:36].[BH-](OC(C)=O)(OC(C)=O)O[C:45](C)=O.[Na+]. No catalyst specified. The product is [CH2:1]([S:3]([N:6]1[CH2:7][CH2:8][CH:9]([C:12]2[C:20]3[C:15](=[C:16]([C:29]([NH2:31])=[O:30])[CH:17]=[C:18]([C:21]4[CH:26]=[CH:25][CH:24]=[C:23]([CH2:32][N:33]([CH2:34][CH:35]([OH:36])[C:37]5[CH:42]=[CH:41][CH:40]=[CH:39][CH:38]=5)[CH3:45])[CH:22]=4)[CH:19]=3)[NH:14][CH:13]=2)[CH2:10][CH2:11]1)(=[O:5])=[O:4])[CH3:2]. The yield is 0.366. (5) The reactants are [N:1]1[CH:6]=[CH:5][CH:4]=[CH:3][C:2]=1[C:7]([OH:9])=O.CCN=C=NCCCN(C)C.C1C=CC2N(O)N=NC=2C=1.[NH2:31][CH2:32][CH:33]([OH:45])[CH2:34][N:35]1[CH2:44][CH2:43][C:42]2[C:37](=[CH:38][CH:39]=[CH:40][CH:41]=2)[CH2:36]1. The catalyst is C(Cl)Cl. The product is [CH2:36]1[C:37]2[C:42](=[CH:41][CH:40]=[CH:39][CH:38]=2)[CH2:43][CH2:44][N:35]1[CH2:34][CH:33]([OH:45])[CH2:32][NH:31][C:7](=[O:9])[C:2]1[CH:3]=[CH:4][CH:5]=[CH:6][N:1]=1. The yield is 0.269. (6) The reactants are [Cl:1][CH2:2][CH2:3][N:4]([CH2:21][CH2:22][Cl:23])[P:5]([N:14]([CH2:18][CH2:19][Cl:20])[CH2:15][CH2:16][Cl:17])(=[O:13])[O:6][CH2:7][CH2:8][S:9][CH2:10][CH2:11][OH:12].[Cl:24][CH2:25][CH2:26][N:27]([CH2:38][CH2:39][Cl:40])[P:28](Cl)([N:30]([CH2:34][CH2:35][Cl:36])[CH2:31][CH2:32][Cl:33])=[O:29].CC(C)([O-])C.[K+]. The catalyst is O1CCCC1.C(OCC)(=O)C. The product is [Cl:1][CH2:2][CH2:3][N:4]([P:5]([N:14]([CH2:15][CH2:16][Cl:17])[CH2:18][CH2:19][Cl:20])([O:6][CH2:7][CH2:8][S:9][CH2:10][CH2:11][O:12][P:28]([N:27]([CH2:26][CH2:25][Cl:24])[CH2:38][CH2:39][Cl:40])([N:30]([CH2:31][CH2:32][Cl:33])[CH2:34][CH2:35][Cl:36])=[O:29])=[O:13])[CH2:21][CH2:22][Cl:23]. The yield is 0.180. (7) The reactants are [N+:1]([C:4]1[CH:9]=[CH:8][CH:7]=[C:6](/[CH:10]=[CH:11]/[C:12]2[CH:17]=[CH:16][CH:15]=[C:14]([O:18][C:19]([F:22])([F:21])[F:20])[CH:13]=2)[CH:5]=1)([O-])=O.O.O.[Sn](Cl)Cl. The catalyst is CCO. The product is [F:20][C:19]([F:21])([F:22])[O:18][C:14]1[CH:13]=[C:12]([CH:17]=[CH:16][CH:15]=1)/[CH:11]=[CH:10]/[C:6]1[CH:5]=[C:4]([CH:9]=[CH:8][CH:7]=1)[NH2:1]. The yield is 0.950. (8) The reactants are [Cl:1][C:2]1[CH:10]=[CH:9][C:5]([C:6](Cl)=[O:7])=[CH:4][N:3]=1.[F:11][C:12]([F:21])([F:20])[C:13]1[CH:19]=[CH:18][C:16]([NH2:17])=[CH:15][CH:14]=1.C(OCC)(=O)C. The catalyst is C1(C)C=CC=CC=1. The product is [Cl:1][C:2]1[CH:10]=[CH:9][C:5]([C:6]([NH:17][C:16]2[CH:18]=[CH:19][C:13]([C:12]([F:11])([F:20])[F:21])=[CH:14][CH:15]=2)=[O:7])=[CH:4][N:3]=1. The yield is 0.290.